Task: Predict which catalyst facilitates the given reaction.. Dataset: Catalyst prediction with 721,799 reactions and 888 catalyst types from USPTO (1) Reactant: [F:1][C@H:2]1[CH2:6][CH2:5][N:4]([C:7]2[CH:8]=[C:9]([C:13]3[CH:14]=[CH:15][C:16]4[O:17][C:18]([CH3:24])([CH3:23])[CH2:19][NH:20][C:21]=4[N:22]=3)[CH:10]=[CH:11][CH:12]=2)[CH2:3]1.C(N(CC)CC)C.ClC(Cl)(O[C:36](=[O:42])OC(Cl)(Cl)Cl)Cl.[CH3:44][C:45]1[CH:46]=[C:47]([NH2:51])[CH:48]=[N:49][CH:50]=1. Product: [F:1][C@H:2]1[CH2:6][CH2:5][N:4]([C:7]2[CH:8]=[C:9]([C:13]3[CH:14]=[CH:15][C:16]4[O:17][C:18]([CH3:24])([CH3:23])[CH2:19][N:20]([C:36]([NH:51][C:47]5[CH:48]=[N:49][CH:50]=[C:45]([CH3:44])[CH:46]=5)=[O:42])[C:21]=4[N:22]=3)[CH:10]=[CH:11][CH:12]=2)[CH2:3]1. The catalyst class is: 1. (2) Reactant: [Cl:1][C:2]1[CH:14]=[C:13]([Cl:15])[CH:12]=[CH:11][C:3]=1[CH2:4][NH:5][C@H:6]1[CH2:10][CH2:9][NH:8][CH2:7]1.Cl[C:17]1[N:22]=[CH:21][C:20]([Br:23])=[CH:19][N:18]=1.C(N(C(C)C)CC)(C)C. Product: [Br:23][C:20]1[CH:19]=[N:18][C:17]([N:8]2[CH2:9][CH2:10][C@H:6]([NH:5][CH2:4][C:3]3[CH:11]=[CH:12][C:13]([Cl:15])=[CH:14][C:2]=3[Cl:1])[CH2:7]2)=[N:22][CH:21]=1. The catalyst class is: 10. (3) The catalyst class is: 19. Product: [C:1]([O:5][C:6]([N:8]1[CH2:15][C:14]([CH2:17][CH2:18][CH3:19])([CH3:16])[CH2:13][C@H:9]1[C:10]([OH:12])=[O:11])=[O:7])([CH3:4])([CH3:3])[CH3:2]. Reactant: [C:1]([O:5][C:6]([N:8]1[CH2:15][C:14]([CH2:17][CH:18]=[CH2:19])([CH3:16])[CH2:13][C@H:9]1[C:10]([OH:12])=[O:11])=[O:7])([CH3:4])([CH3:3])[CH3:2]. (4) Reactant: [CH3:1][N:2]1[C:6](=S)[NH:5][N:4]=[C:3]1[C:8]1[CH:9]=[C:10]([NH:14][C:15]([C:17]2[C:29]3[CH2:28][C:27]4[C:22](=[CH:23][CH:24]=[CH:25][CH:26]=4)[C:21]=3[CH:20]=[CH:19][CH:18]=2)=[O:16])[CH:11]=[N:12][CH:13]=1.N([O-])=O.[Na+]. Product: [CH3:1][N:2]1[CH:6]=[N:5][N:4]=[C:3]1[C:8]1[CH:9]=[C:10]([NH:14][C:15]([C:17]2[C:29]3[CH2:28][C:27]4[C:22](=[CH:23][CH:24]=[CH:25][CH:26]=4)[C:21]=3[CH:20]=[CH:19][CH:18]=2)=[O:16])[CH:11]=[N:12][CH:13]=1. The catalyst class is: 86. (5) The catalyst class is: 1. Reactant: [H-].[H-].[H-].[H-].[Li+].[Al+3].[C:7]([C@H:11]1[CH2:16][CH2:15][C@H:14]([O:17][C:18]2[CH:19]=[C:20]3[C:25](=[CH:26][CH:27]=2)[C:24]([C:28](OC)=[O:29])=[CH:23][CH:22]=[CH:21]3)[CH2:13][CH2:12]1)([CH3:10])([CH3:9])[CH3:8]. Product: [C:7]([C@H:11]1[CH2:16][CH2:15][C@H:14]([O:17][C:18]2[CH:19]=[C:20]3[C:25](=[CH:26][CH:27]=2)[C:24]([CH2:28][OH:29])=[CH:23][CH:22]=[CH:21]3)[CH2:13][CH2:12]1)([CH3:10])([CH3:8])[CH3:9]. (6) Reactant: I[C:2]1[CH:7]=[CH:6][C:5]([C:8]2[NH:9][C:10]([C@@H:13]3[CH2:17][CH2:16][CH2:15][N:14]3[C:18]([O:20][C:21]([CH3:24])([CH3:23])[CH3:22])=[O:19])=[N:11][N:12]=2)=[CH:4][CH:3]=1.[B:25]1([B:25]2[O:29][C:28]([CH3:31])([CH3:30])[C:27]([CH3:33])([CH3:32])[O:26]2)[O:29][C:28]([CH3:31])([CH3:30])[C:27]([CH3:33])([CH3:32])[O:26]1.CC([O-])=O.[K+].C(OCC)(=O)C.O. Product: [CH3:32][C:27]1([CH3:33])[C:28]([CH3:31])([CH3:30])[O:29][B:25]([C:2]2[CH:7]=[CH:6][C:5]([C:8]3[NH:9][C:10]([C@@H:13]4[CH2:17][CH2:16][CH2:15][N:14]4[C:18]([O:20][C:21]([CH3:24])([CH3:23])[CH3:22])=[O:19])=[N:11][N:12]=3)=[CH:4][CH:3]=2)[O:26]1. The catalyst class is: 77. (7) Reactant: Br[C:2]1[C:11]2[C:6](=[C:7]([Cl:12])[CH:8]=[CH:9][CH:10]=2)[CH:5]=[CH:4][C:3]=1[CH3:13].C([Li])CCC.CN(C)[CH:21]=[O:22]. Product: [Cl:12][C:7]1[CH:8]=[CH:9][CH:10]=[C:11]2[C:6]=1[CH:5]=[CH:4][C:3]([CH3:13])=[C:2]2[CH:21]=[O:22]. The catalyst class is: 7. (8) Reactant: [Cl:1][C:2]1[N:11]=[C:10](Cl)[C:9]2[C:4](=[CH:5][CH:6]=[CH:7][CH:8]=2)[N:3]=1.[NH2:13][C:14]1[CH:18]=[C:17]([CH:19]2[CH2:23][CH2:22][CH2:21][CH2:20]2)[NH:16][N:15]=1.C(N(CC)CC)C. Product: [Cl:1][C:2]1[N:11]=[C:10]([NH:13][C:14]2[NH:15][N:16]=[C:17]([CH:19]3[CH2:23][CH2:22][CH2:21][CH2:20]3)[CH:18]=2)[C:9]2[C:4](=[CH:5][CH:6]=[CH:7][CH:8]=2)[N:3]=1. The catalyst class is: 8. (9) Reactant: [C:20]12(P([C:16]34[CH2:25][CH:20]5[CH2:21][CH:22]([CH2:24]C([CH2:19]5)C3)[CH2:23]4)CCCC)[CH2:25][CH:16]3CC([CH2:24][CH:22]([CH2:23]3)[CH2:21]1)[CH2:19]2.[Si:26]([O:33][CH2:34][CH2:35][CH2:36][C@@H:37]([NH:42][C:43]1[N:51]=[C:50]([C:52]#[N:53])[N:49]=[C:48]2[C:44]=1[N:45]([CH2:54][C:55]1[CH:60]=[CH:59][C:58]([C:61]([F:64])([F:63])[F:62])=[CH:57][CH:56]=1)C=[N:47]2)[CH:38]1[CH2:41][CH2:40][CH2:39]1)([C:29]([CH3:32])([CH3:31])[CH3:30])([CH3:28])[CH3:27].BrC1C=CC=C(C)C=1.C(=O)([O-])[O-].[K+].[K+].C(O)(=O)C(C)(C)C. Product: [Si:26]([O:33][CH2:34][CH2:35][CH2:36][C@@H:37]([NH:42][C:43]1[N:51]=[C:50]([C:52]#[N:53])[N:49]=[C:48]2[C:44]=1[N:45]([CH2:54][C:55]1[CH:60]=[CH:59][C:58]([C:61]([F:62])([F:63])[F:64])=[CH:57][CH:56]=1)[C:24]([C:22]1[CH:23]=[CH:16][CH:25]=[C:20]([CH3:19])[CH:21]=1)=[N:47]2)[CH:38]1[CH2:41][CH2:40][CH2:39]1)([C:29]([CH3:32])([CH3:30])[CH3:31])([CH3:28])[CH3:27]. The catalyst class is: 487.